Dataset: Reaction yield outcomes from USPTO patents with 853,638 reactions. Task: Predict the reaction yield, written as a fraction of the theoretical maximum amount of product (1.0 means a 100% yield; for example, 0.34 means a 34% yield). (1) The reactants are C1(P(C2C=CC=CC=2)C2C=CC=CC=2)C=CC=CC=1.BrN1C(=O)CCC1=O.[Cl:28][C:29]1[CH:34]=[CH:33][C:32]([CH:35]([CH2:39][CH:40]2[CH2:44][CH2:43][CH2:42][CH2:41]2)[C:36]([OH:38])=O)=[CH:31][C:30]=1[N+:45]([O-:47])=[O:46].[NH2:48][C:49]1[CH:54]=[CH:53][C:52]([Br:55])=[CH:51][N:50]=1. The catalyst is C(Cl)Cl. The product is [Br:55][C:52]1[CH:53]=[CH:54][C:49]([NH:48][C:36](=[O:38])[CH:35]([C:32]2[CH:33]=[CH:34][C:29]([Cl:28])=[C:30]([N+:45]([O-:47])=[O:46])[CH:31]=2)[CH2:39][CH:40]2[CH2:44][CH2:43][CH2:42][CH2:41]2)=[N:50][CH:51]=1. The yield is 0.570. (2) The reactants are [H-].[Na+].[F:3][C:4]1[CH:10]=[CH:9][CH:8]=[CH:7][C:5]=1[NH2:6].Cl[C:12]1[CH:21]=[CH:20][C:19]2[C:14](=[C:15]([C:22]3[NH:30][C:29]4[CH2:28][CH2:27][NH:26][C:25](=[O:31])[C:24]=4[CH:23]=3)[CH:16]=[CH:17][CH:18]=2)[N:13]=1. The catalyst is CN(C=O)C. The product is [F:3][C:4]1[CH:10]=[CH:9][CH:8]=[CH:7][C:5]=1[NH:6][C:12]1[CH:21]=[CH:20][C:19]2[C:14](=[C:15]([C:22]3[NH:30][C:29]4[CH2:28][CH2:27][NH:26][C:25](=[O:31])[C:24]=4[CH:23]=3)[CH:16]=[CH:17][CH:18]=2)[N:13]=1. The yield is 0.220.